This data is from Reaction yield outcomes from USPTO patents with 853,638 reactions. The task is: Predict the reaction yield, written as a fraction of the theoretical maximum amount of product (1.0 means a 100% yield; for example, 0.34 means a 34% yield). (1) The reactants are [CH3:1][C@H:2]1[NH:7][C@@H:6]([CH3:8])[CH2:5][N:4]([C:9]([O:11][C:12]([CH3:15])([CH3:14])[CH3:13])=[O:10])[CH2:3]1.C=O.[C:18](O[BH-](OC(=O)C)OC(=O)C)(=O)C.[Na+]. The catalyst is ClCCl. The product is [CH3:8][C@H:6]1[N:7]([CH3:18])[C@@H:2]([CH3:1])[CH2:3][N:4]([C:9]([O:11][C:12]([CH3:13])([CH3:15])[CH3:14])=[O:10])[CH2:5]1. The yield is 0.950. (2) The reactants are [F:1][C:2]1[CH:8]=[CH:7][C:6]([F:9])=[CH:5][C:3]=1[NH2:4].Cl.[N:11]([O-])=O.[Na+].C([O-])(=O)C.[K+].[C:20]([CH2:23][C:24](=[O:26])[CH3:25])(=[O:22])[CH3:21]. The catalyst is O.CC(O)=O. The product is [F:1][C:2]1[CH:8]=[CH:7][C:6]([F:9])=[CH:5][C:3]=1[NH:4][N:11]=[C:23]([C:24](=[O:26])[CH3:25])[C:20](=[O:22])[CH3:21]. The yield is 0.670.